Dataset: Cav3 T-type calcium channel HTS with 100,875 compounds. Task: Binary Classification. Given a drug SMILES string, predict its activity (active/inactive) in a high-throughput screening assay against a specified biological target. (1) The compound is O=C(N1CC(CC(C1)C)C)Cn1c2c(c(=O)n(c1=O)CCCCC(=O)NCc1occc1)cccc2. The result is 0 (inactive). (2) The drug is O=C(N(C1CCCC1)Cc1[nH]c2c(c(=O)n1)cccc2)c1occc1. The result is 0 (inactive). (3) The drug is O(CCNC(=O)Nc1ccccc1)c1nc(N(C)C)nc(N(C)C)n1. The result is 0 (inactive).